From a dataset of Catalyst prediction with 721,799 reactions and 888 catalyst types from USPTO. Predict which catalyst facilitates the given reaction. (1) Reactant: C([N-]C(C)C)(C)C.[Li+].[Cl:9][C:10]1[CH:15]=[CH:14][CH:13]=[CH:12][C:11]=1[C:16](=[O:18])[CH3:17].CON(C)[C:22]([C:24]1[N:25]=[N:26][N:27]([CH2:35][C:36]2[CH:41]=[C:40]([C:42]([F:45])([F:44])[F:43])[CH:39]=[C:38]([C:46]([F:49])([F:48])[F:47])[CH:37]=2)[C:28]=1[C:29]1[CH:30]=[N:31][CH:32]=[CH:33][CH:34]=1)=[O:23].Cl. Product: [F:45][C:42]([F:43])([F:44])[C:40]1[CH:41]=[C:36]([CH:37]=[C:38]([C:46]([F:47])([F:49])[F:48])[CH:39]=1)[CH2:35][N:27]1[C:28]([C:29]2[CH:30]=[N:31][CH:32]=[CH:33][CH:34]=2)=[C:24]([C:22](=[O:23])[CH2:17][C:16]([C:11]2[CH:12]=[CH:13][CH:14]=[CH:15][C:10]=2[Cl:9])=[O:18])[N:25]=[N:26]1. The catalyst class is: 1. (2) Reactant: [OH:1][CH2:2][C:3]#[C:4][C:5]#[C:6][C:7]1[CH:15]=[CH:14][C:10]([C:11]([OH:13])=O)=[CH:9][CH:8]=1.CN(C(ON1N=NC2C=CC=NC1=2)=[N+](C)C)C.F[P-](F)(F)(F)(F)F.CCN(C(C)C)C(C)C.[NH2:49][C@@H:50]([C@H:55]([NH:57]C(OC(C)(C)C)=O)[CH3:56])[C:51]([O:53][CH3:54])=[O:52].C(O)(C(F)(F)F)=O. Product: [NH2:57][C@H:55]([CH3:56])[C@H:50]([NH:49][C:11](=[O:13])[C:10]1[CH:9]=[CH:8][C:7]([C:6]#[C:5][C:4]#[C:3][CH2:2][OH:1])=[CH:15][CH:14]=1)[C:51]([O:53][CH3:54])=[O:52]. The catalyst class is: 1. (3) Reactant: [C:1]1([N:7]2[CH:11]=[C:10]([Si:12]([CH3:15])([CH3:14])[CH3:13])[NH:9][N:8]2[C:16]([OH:18])=O)[CH:6]=[CH:5][CH:4]=[CH:3][CH:2]=1.O.O[N:21]1C2C=CC=CC=2N=N1.O.N. Product: [C:1]1([N:7]2[CH:11]=[C:10]([Si:12]([CH3:15])([CH3:14])[CH3:13])[NH:9][N:8]2[C:16]([NH2:21])=[O:18])[CH:6]=[CH:5][CH:4]=[CH:3][CH:2]=1. The catalyst class is: 4. (4) Reactant: [CH3:1][S:2](=[O:19])([CH:7]([C:9]1[CH:10]=[N:11][C:12]([C:15]([F:18])([F:17])[F:16])=[CH:13][CH:14]=1)[CH3:8])=[N:3][C:4]([NH2:6])=[S:5].Br[CH:21]1[CH2:29][CH2:28][C:24]2=[N:25][O:26][N:27]=[C:23]2[C:22]1=O. Product: [CH3:1][S:2](=[N:3][C:4]1[S:5][C:29]2[CH2:21][CH2:22][C:23]3[C:24]([C:28]=2[N:6]=1)=[N:25][O:26][N:27]=3)(=[O:19])[CH:7]([C:9]1[CH:10]=[N:11][C:12]([C:15]([F:17])([F:18])[F:16])=[CH:13][CH:14]=1)[CH3:8]. The catalyst class is: 14.